Dataset: Forward reaction prediction with 1.9M reactions from USPTO patents (1976-2016). Task: Predict the product of the given reaction. (1) Given the reactants CC1C=CC(S(OCC2CC3C(C4C=CC=CC=4)=CC=CC=3O2)(=O)=O)=CC=1.[N-]=[N+]=[N-].[Na+].[C:32]1([C:38]2[C:43]3[CH2:44][CH:45]([CH2:47][N:48]=[N+]=[N-])[O:46][C:42]=3[CH:41]=[CH:40][CH:39]=2)[CH:37]=[CH:36][CH:35]=[CH:34][CH:33]=1.[N-]=[N+]=[N-].Cl, predict the reaction product. The product is: [C:32]1([C:38]2[C:43]3[CH2:44][CH:45]([CH2:47][NH2:48])[O:46][C:42]=3[CH:41]=[CH:40][CH:39]=2)[CH:33]=[CH:34][CH:35]=[CH:36][CH:37]=1. (2) Given the reactants [CH3:1][O:2][CH2:3][C@@H:4]1[NH:9][CH2:8][C@H:7]([CH2:10][OH:11])[O:6][CH2:5]1.O.C(=O)([O-])O.[Na+].[C:18](O[C:18]([O:20][C:21]([CH3:24])([CH3:23])[CH3:22])=[O:19])([O:20][C:21]([CH3:24])([CH3:23])[CH3:22])=[O:19], predict the reaction product. The product is: [OH:11][CH2:10][C@@H:7]1[O:6][CH2:5][C@H:4]([CH2:3][O:2][CH3:1])[N:9]([C:18]([O:20][C:21]([CH3:24])([CH3:23])[CH3:22])=[O:19])[CH2:8]1.